From a dataset of Peptide-MHC class II binding affinity with 134,281 pairs from IEDB. Regression. Given a peptide amino acid sequence and an MHC pseudo amino acid sequence, predict their binding affinity value. This is MHC class II binding data. (1) The peptide sequence is VDIMVRDGQLTIKAE. The MHC is HLA-DPA10301-DPB10402 with pseudo-sequence HLA-DPA10301-DPB10402. The binding affinity (normalized) is 0.252. (2) The peptide sequence is LKLATGMRNVPEKQT. The MHC is HLA-DQA10501-DQB10301 with pseudo-sequence HLA-DQA10501-DQB10301. The binding affinity (normalized) is 0.126. (3) The peptide sequence is KLVLDIKYTRPGDSL. The MHC is DRB3_0101 with pseudo-sequence DRB3_0101. The binding affinity (normalized) is 0.122. (4) The peptide sequence is HEAINIALIAVSLIA. The MHC is DRB1_1302 with pseudo-sequence DRB1_1302. The binding affinity (normalized) is 0.143. (5) The peptide sequence is AAATAGTTVYGGFAA. The MHC is HLA-DPA10103-DPB10401 with pseudo-sequence HLA-DPA10103-DPB10401. The binding affinity (normalized) is 0. (6) The peptide sequence is DIYISRRLLGTFTWT. The MHC is DRB1_0405 with pseudo-sequence DRB1_0405. The binding affinity (normalized) is 0.470. (7) The peptide sequence is ASEGAVDIINRWQVV. The MHC is HLA-DPA10201-DPB10101 with pseudo-sequence HLA-DPA10201-DPB10101. The binding affinity (normalized) is 0.421. (8) The MHC is HLA-DQA10102-DQB10502 with pseudo-sequence HLA-DQA10102-DQB10502. The binding affinity (normalized) is 0.264. The peptide sequence is NGNELLLDLSLTKVN.